This data is from Reaction yield outcomes from USPTO patents with 853,638 reactions. The task is: Predict the reaction yield, written as a fraction of the theoretical maximum amount of product (1.0 means a 100% yield; for example, 0.34 means a 34% yield). (1) The reactants are [NH2:1][C:2]1[CH:10]=[CH:9][CH:8]=[C:7]([N+:11]([O-:13])=[O:12])[C:3]=1[C:4]([OH:6])=[O:5].[C:14](OC(=O)C)(=O)[CH3:15]. No catalyst specified. The product is [CH3:14][C:15]1[O:5][C:4](=[O:6])[C:3]2[C:7]([N+:11]([O-:13])=[O:12])=[CH:8][CH:9]=[CH:10][C:2]=2[N:1]=1. The yield is 0.850. (2) The reactants are [Cl:1][C:2]1[CH:3]=[C:4]2[C:9](=[CH:10][CH:11]=1)[CH:8]([C:12]1[CH:16]=[C:15]([C:17]3[CH:22]=[CH:21][N:20]=[CH:19][CH:18]=3)[S:14][C:13]=1[C:23]1[NH:27][N:26]=[CH:25][CH:24]=1)[N:7]([C:28](OC(C)(C)C)=O)[CH2:6][CH2:5]2.[AlH4-].[Li+]. The catalyst is C1COCC1. The product is [Cl:1][C:2]1[CH:3]=[C:4]2[C:9](=[CH:10][CH:11]=1)[CH:8]([C:12]1[CH:16]=[C:15]([C:17]3[CH:18]=[CH:19][N:20]=[CH:21][CH:22]=3)[S:14][C:13]=1[C:23]1[NH:27][N:26]=[CH:25][CH:24]=1)[N:7]([CH3:28])[CH2:6][CH2:5]2. The yield is 0.150.